This data is from Catalyst prediction with 721,799 reactions and 888 catalyst types from USPTO. The task is: Predict which catalyst facilitates the given reaction. (1) Reactant: [H-].[Na+].[CH3:3][CH2:4][CH:5]([OH:8])[CH2:6][CH3:7].Cl[C:10]1[N:15]2[N:16]=[C:17]([CH3:28])[C:18]([C:19]3[C:24]([CH3:25])=[CH:23][C:22]([CH3:26])=[CH:21][C:20]=3[CH3:27])=[C:14]2[N:13]=[C:12]([CH3:29])[CH:11]=1. Product: [CH2:4]([CH:5]([O:8][C:10]1[N:15]2[N:16]=[C:17]([CH3:28])[C:18]([C:19]3[C:20]([CH3:27])=[CH:21][C:22]([CH3:26])=[CH:23][C:24]=3[CH3:25])=[C:14]2[N:13]=[C:12]([CH3:29])[CH:11]=1)[CH2:6][CH3:7])[CH3:3]. The catalyst class is: 16. (2) Reactant: [F:1][C:2]1[CH:7]=[CH:6][CH:5]=[CH:4][C:3]=1[N:8]1[CH2:13][CH2:12][NH:11][CH2:10][CH2:9]1.BrC[N:16]1[C:25]2[C:20](=[CH:21][CH:22]=[CH:23][CH:24]=2)[CH:19]=[CH:18][C:17]1=[O:26].[CH2:27](N(CC)CC)C. Product: [F:1][C:2]1[CH:7]=[CH:6][CH:5]=[CH:4][C:3]=1[N:8]1[CH2:13][CH2:12][N:11]([CH2:27][C:19]2[C:20]3[C:25](=[CH:24][CH:23]=[CH:22][CH:21]=3)[NH:16][C:17](=[O:26])[CH:18]=2)[CH2:10][CH2:9]1. The catalyst class is: 2. (3) Reactant: [CH2:1]([N:3]([CH2:34][CH3:35])[C:4]([CH:6]([C:28]1[CH:33]=[CH:32][CH:31]=[CH:30][CH:29]=1)[N:7]1[CH2:12][CH2:11][N:10]([C:13]2[CH:18]=[CH:17][C:16]([NH:19][C:20](=[O:26])[CH:21]([CH2:24][CH3:25])[CH2:22][CH3:23])=[CH:15][C:14]=2[F:27])[CH2:9][CH2:8]1)=[O:5])[CH3:2].[H-].[Na+].[CH3:38]I. Product: [CH2:34]([N:3]([CH2:1][CH3:2])[C:4]([CH:6]([C:28]1[CH:29]=[CH:30][CH:31]=[CH:32][CH:33]=1)[N:7]1[CH2:8][CH2:9][N:10]([C:13]2[CH:18]=[CH:17][C:16]([N:19]([CH3:38])[C:20](=[O:26])[CH:21]([CH2:24][CH3:25])[CH2:22][CH3:23])=[CH:15][C:14]=2[F:27])[CH2:11][CH2:12]1)=[O:5])[CH3:35]. The catalyst class is: 18. (4) Product: [Cl:34][C:21]1[CH:20]=[C:19]([NH:18][C:11]2[C:10]3[C:15](=[CH:16][CH:17]=[C:8]([NH:7][C:5](=[O:6])/[CH:4]=[CH:3]/[CH2:2][N:51]4[CH2:50][C@H:49]5[O:44][CH2:45][CH2:46][O:47][C@H:48]5[CH2:52]4)[CH:9]=3)[N:14]=[CH:13][N:12]=2)[CH:24]=[CH:23][C:22]=1[O:25][CH2:26][C:27]1[CH:32]=[CH:31][CH:30]=[C:29]([F:33])[CH:28]=1. The catalyst class is: 44. Reactant: Br[CH2:2]/[CH:3]=[CH:4]/[C:5]([NH:7][C:8]1[CH:9]=[C:10]2[C:15](=[CH:16][CH:17]=1)[N:14]=[CH:13][N:12]=[C:11]2[NH:18][C:19]1[CH:24]=[CH:23][C:22]([O:25][CH2:26][C:27]2[CH:32]=[CH:31][CH:30]=[C:29]([F:33])[CH:28]=2)=[C:21]([Cl:34])[CH:20]=1)=[O:6].CCN(C(C)C)C(C)C.[O:44]1[C@H:49]2[CH2:50][NH:51][CH2:52][C@H:48]2[O:47][CH2:46][CH2:45]1.O. (5) Reactant: C(OC([N:8]1[CH2:13][CH2:12][CH:11]([CH2:14][O:15][C:16]2[CH:25]=[C:24]3[C:19]([C:20]([NH:26][C:27]4[CH:32]=[CH:31][C:30]([CH3:33])=[CH:29][C:28]=4[F:34])=[N:21][CH:22]=[N:23]3)=[CH:18][C:17]=2[O:35][CH3:36])[CH2:10][CH2:9]1)=O)(C)(C)C.C(O)(C(F)(F)F)=O. Product: [F:34][C:28]1[CH:29]=[C:30]([CH3:33])[CH:31]=[CH:32][C:27]=1[NH:26][C:20]1[C:19]2[C:24](=[CH:25][C:16]([O:15][CH2:14][CH:11]3[CH2:10][CH2:9][NH:8][CH2:13][CH2:12]3)=[C:17]([O:35][CH3:36])[CH:18]=2)[N:23]=[CH:22][N:21]=1. The catalyst class is: 2. (6) Reactant: [Si:1]([O:8][CH2:9][CH2:10][O:11][C:12]1[CH:18]=[CH:17][C:15]([NH2:16])=[CH:14][CH:13]=1)([C:4]([CH3:7])([CH3:6])[CH3:5])([CH3:3])[CH3:2].Cl[C:20]1[N:25]=[C:24]([NH:26][C:27]2[CH:28]=[C:29]([NH:33][C:34](=[O:37])[CH:35]=[CH2:36])[CH:30]=[CH:31][CH:32]=2)[C:23]([F:38])=[CH:22][N:21]=1.C(Cl)(Cl)Cl.CO. Product: [Si:1]([O:8][CH2:9][CH2:10][O:11][C:12]1[CH:18]=[CH:17][C:15]([NH:16][C:20]2[N:25]=[C:24]([NH:26][C:27]3[CH:28]=[C:29]([NH:33][C:34](=[O:37])[CH:35]=[CH2:36])[CH:30]=[CH:31][CH:32]=3)[C:23]([F:38])=[CH:22][N:21]=2)=[CH:14][CH:13]=1)([C:4]([CH3:7])([CH3:6])[CH3:5])([CH3:3])[CH3:2]. The catalyst class is: 51. (7) Reactant: N1C=CC=CC=1.C(N(CC)CC)C.CS(C)=O.[OH:18][CH:19]1[CH2:24][CH2:23][CH2:22][N:21]([C:25](=[O:27])[CH3:26])[CH2:20]1. Product: [C:25]([N:21]1[CH2:22][CH2:23][CH2:24][C:19](=[O:18])[CH2:20]1)(=[O:27])[CH3:26]. The catalyst class is: 4. (8) Reactant: [C:12]([O:11][C:9](O[C:9]([O:11][C:12]([CH3:15])([CH3:14])[CH3:13])=[O:10])=[O:10])([CH3:15])([CH3:14])[CH3:13].[NH2:16][CH2:17][C:18]1[CH:24]=[CH:23][C:21]([NH2:22])=[CH:20][CH:19]=1. Product: [C:12]([O:11][C:9](=[O:10])[NH:16][CH2:17][C:18]1[CH:24]=[CH:23][C:21]([NH2:22])=[CH:20][CH:19]=1)([CH3:13])([CH3:14])[CH3:15]. The catalyst class is: 22. (9) Reactant: Cl[C:2]1[CH:7]=[C:6]([Cl:8])[N:5]=[CH:4][N:3]=1.[CH2:9]([N:16]1[CH2:21][CH2:20][NH:19][CH2:18][CH2:17]1)[C:10]1[CH:15]=[CH:14][CH:13]=[CH:12][CH:11]=1.C(N(CC)CC)C. Product: [CH2:9]([N:16]1[CH2:21][CH2:20][N:19]([C:2]2[CH:7]=[C:6]([Cl:8])[N:5]=[CH:4][N:3]=2)[CH2:18][CH2:17]1)[C:10]1[CH:11]=[CH:12][CH:13]=[CH:14][CH:15]=1. The catalyst class is: 1. (10) Product: [Br:1][C:2]1[CH:10]=[CH:9][C:5]([C:6]([N:12]([CH3:13])[CH3:11])=[O:7])=[CH:4][N:3]=1. Reactant: [Br:1][C:2]1[CH:10]=[CH:9][C:5]([C:6](O)=[O:7])=[CH:4][N:3]=1.[CH3:11][NH:12][CH3:13]. The catalyst class is: 633.